This data is from Reaction yield outcomes from USPTO patents with 853,638 reactions. The task is: Predict the reaction yield, written as a fraction of the theoretical maximum amount of product (1.0 means a 100% yield; for example, 0.34 means a 34% yield). (1) The reactants are [Cl:1][C:2]1[C:10]2[N:9]=[C:8]3[N:11]([C:15]4[CH:20]=[CH:19][C:18]([O:21][CH3:22])=[CH:17][C:16]=4[Cl:23])[CH2:12][CH2:13][CH2:14][N:7]3[C:6]=2[C:5]([CH2:24][OH:25])=[CH:4][CH:3]=1.CC(OI1(OC(C)=O)(OC(C)=O)OC(=O)C2C=CC=CC1=2)=O. The catalyst is CS(C)=O. The product is [Cl:1][C:2]1[CH:3]=[CH:4][C:5]([CH:24]=[O:25])=[C:6]2[C:10]=1[N:9]=[C:8]1[N:11]([C:15]3[CH:20]=[CH:19][C:18]([O:21][CH3:22])=[CH:17][C:16]=3[Cl:23])[CH2:12][CH2:13][CH2:14][N:7]21. The yield is 0.910. (2) The reactants are [Cl:1][C:2]1[CH:3]=[CH:4][C:5]([O:34][CH:35]([F:37])[F:36])=[C:6]([C:8]2[N:12](COCC[Si](C)(C)C)[N:11]=[CH:10][C:9]=2[NH:21][C:22]([C:24]2[CH:25]=[N:26][N:27]3[CH:32]=[CH:31][C:30]([NH2:33])=[N:29][C:28]=23)=[O:23])[CH:7]=1.Cl. The catalyst is CO. The product is [Cl:1][C:2]1[CH:3]=[CH:4][C:5]([O:34][CH:35]([F:37])[F:36])=[C:6]([C:8]2[C:9]([NH:21][C:22]([C:24]3[CH:25]=[N:26][N:27]4[CH:32]=[CH:31][C:30]([NH2:33])=[N:29][C:28]=34)=[O:23])=[CH:10][NH:11][N:12]=2)[CH:7]=1. The yield is 0.690. (3) The reactants are [C:1]([O:5][C:6](=[O:20])[C:7]1[CH:12]=[CH:11][CH:10]=[C:9]([C:13]2[C:18]([CH3:19])=[CH:17][CH:16]=[CH:15][N:14]=2)[CH:8]=1)([CH3:4])([CH3:3])[CH3:2].NC(N)=[O:23].OO.C1(=O)OC(=O)C2=CC=CC=C12.[O-]S([O-])=O.[Na+].[Na+].C([O-])([O-])=O.[Na+].[Na+]. The catalyst is CCOC(C)=O.O. The product is [C:1]([O:5][C:6]([C:7]1[CH:8]=[C:9]([C:13]2[C:18]([CH3:19])=[CH:17][CH:16]=[CH:15][N+:14]=2[O-:23])[CH:10]=[CH:11][CH:12]=1)=[O:20])([CH3:4])([CH3:3])[CH3:2]. The yield is 0.950. (4) The reactants are COC1C=C2C(=C(N)C=1)[N:9]=C(C)C=C2.C[C:16]1[CH:21]=[CH:20][C:19]([S:22](Cl)(=[O:24])=[O:23])=[C:18]([N+:26]([O-:28])=[O:27])[CH:17]=1. The catalyst is N1C=CC=CC=1. The product is [N+:26]([C:18]1[CH:17]=[CH:16][CH:21]=[CH:20][C:19]=1[S:22]([NH2:9])(=[O:24])=[O:23])([O-:28])=[O:27]. The yield is 0.790. (5) The catalyst is N1C=CC=CC=1. The reactants are [C:9](O[C:9]([O:11][C:12]([CH3:15])([CH3:14])[CH3:13])=[O:10])([O:11][C:12]([CH3:15])([CH3:14])[CH3:13])=[O:10].Br.[NH2:17][C:18]1[S:19][C:20]([Br:23])=[CH:21][N:22]=1. The yield is 0.630. The product is [C:12]([O:11][C:9](=[O:10])[NH:17][C:18]1[S:19][C:20]([Br:23])=[CH:21][N:22]=1)([CH3:13])([CH3:14])[CH3:15]. (6) The yield is 0.290. The reactants are [F:1][C:2]1[CH:10]=[CH:9][C:5]([C:6](Cl)=[O:7])=[CH:4][CH:3]=1.[Cl:11][C:12]1[CH:18]=[CH:17][C:15]([NH2:16])=[CH:14][CH:13]=1.Cl. The catalyst is [Cl-].[Cl-].[Zn+2]. The product is [Cl:11][C:12]1[CH:18]=[CH:17][C:15]([NH:16][C:6](=[O:7])[C:5]2[CH:9]=[CH:10][C:2]([F:1])=[CH:3][CH:4]=2)=[C:14]([C:6](=[O:7])[C:5]2[CH:9]=[CH:10][C:2]([F:1])=[CH:3][CH:4]=2)[CH:13]=1.